From a dataset of Catalyst prediction with 721,799 reactions and 888 catalyst types from USPTO. Predict which catalyst facilitates the given reaction. Reactant: [C:1]1([C:7]2[CH:12]=[C:11]([C:13]3[CH:18]=[CH:17][CH:16]=[CH:15][CH:14]=3)[N:10]=[C:9]([O:19][CH2:20][CH2:21]CC#N)[CH:8]=2)[CH:6]=[CH:5][CH:4]=[CH:3][CH:2]=1.[C:25]([OH:28])(=[O:27])[CH3:26]. Product: [C:1]1([C:7]2[CH:12]=[C:11]([C:13]3[CH:18]=[CH:17][CH:16]=[CH:15][CH:14]=3)[N:10]=[C:9]([O:19][CH2:20][CH2:21][CH2:26][C:25]([OH:28])=[O:27])[CH:8]=2)[CH:6]=[CH:5][CH:4]=[CH:3][CH:2]=1. The catalyst class is: 126.